This data is from Catalyst prediction with 721,799 reactions and 888 catalyst types from USPTO. The task is: Predict which catalyst facilitates the given reaction. (1) Product: [NH:23]1[C:31]2[C:26](=[CH:27][CH:28]=[C:29]([CH:32]=[O:33])[CH:30]=2)[CH:25]=[CH:24]1. The catalyst class is: 2. Reactant: CC(OI1(OC(C)=O)(OC(C)=O)OC(=O)C2C1=CC=CC=2)=O.[NH:23]1[C:31]2[C:26](=[CH:27][CH:28]=[C:29]([CH2:32][OH:33])[CH:30]=2)[CH:25]=[CH:24]1.[OH-].[Na+]. (2) Reactant: [H-].[Na+].[CH2:3]([O:10][C:11]1[CH:30]=[C:29]([Cl:31])[C:14]([CH2:15][C@@H:16]2[CH2:20][CH2:19][N:18]([C@H:21]3[CH2:26][CH2:25][C@H:24]([OH:27])[CH2:23][CH2:22]3)[C:17]2=[O:28])=[C:13]([Cl:32])[CH:12]=1)[C:4]1[CH:9]=[CH:8][CH:7]=[CH:6][CH:5]=1.I[CH3:34]. Product: [CH2:3]([O:10][C:11]1[CH:12]=[C:13]([Cl:32])[C:14]([CH2:15][C@@H:16]2[CH2:20][CH2:19][N:18]([C@H:21]3[CH2:22][CH2:23][C@H:24]([O:27][CH3:34])[CH2:25][CH2:26]3)[C:17]2=[O:28])=[C:29]([Cl:31])[CH:30]=1)[C:4]1[CH:5]=[CH:6][CH:7]=[CH:8][CH:9]=1. The catalyst class is: 9.